From a dataset of Full USPTO retrosynthesis dataset with 1.9M reactions from patents (1976-2016). Predict the reactants needed to synthesize the given product. Given the product [O:11]1[CH2:12][CH:13]=[C:8]([C:5]2[C:4]([NH:14][C:15]3[C:24]4[C:19](=[CH:20][C:21]([F:26])=[CH:22][C:23]=4[F:25])[N:18]=[C:17]([C:27]4[CH:32]=[CH:31][CH:30]=[CH:29][N:28]=4)[C:16]=3[CH3:33])=[CH:3][C:2]([N:68]3[CH2:73][CH2:72][O:71][CH2:70][CH2:69]3)=[CH:7][N:6]=2)[CH2:9][CH2:10]1, predict the reactants needed to synthesize it. The reactants are: Br[C:2]1[CH:3]=[C:4]([NH:14][C:15]2[C:24]3[C:19](=[CH:20][C:21]([F:26])=[CH:22][C:23]=3[F:25])[N:18]=[C:17]([C:27]3[CH:32]=[CH:31][CH:30]=[CH:29][N:28]=3)[C:16]=2[CH3:33])[C:5]([C:8]2[CH2:9][CH2:10][O:11][CH2:12][CH:13]=2)=[N:6][CH:7]=1.C1(P(C2CCCCC2)C2(C(C)C)CC(C(C)C)=CC(C(C)C)=C2C2C=CC=CC=2)CCCCC1.[NH:68]1[CH2:73][CH2:72][O:71][CH2:70][CH2:69]1.CC(C)([O-])C.[Na+].